Dataset: Forward reaction prediction with 1.9M reactions from USPTO patents (1976-2016). Task: Predict the product of the given reaction. (1) Given the reactants C([O:8][C@@H:9]1[C@H:14]2[N:15]=[C:16]([N:18]3[CH2:22][CH2:21][CH2:20][CH2:19]3)[S:17][C@H:13]2[CH2:12][C@H:11]([CH2:23][O:24]CC2C=CC=CC=2)[C@H:10]1[O:32]CC1C=CC=CC=1)C1C=CC=CC=1.[B-](Cl)(Cl)(Cl)[S+](C)C, predict the reaction product. The product is: [OH:24][CH2:23][C@@H:11]1[C@@H:10]([OH:32])[C@H:9]([OH:8])[C@H:14]2[N:15]=[C:16]([N:18]3[CH2:22][CH2:21][CH2:20][CH2:19]3)[S:17][C@H:13]2[CH2:12]1. (2) Given the reactants [CH2:1]([C:3]1[NH:4][C:5](=[O:27])[C:6]([CH2:12][C:13]2[CH:18]=[CH:17][C:16]([C:19]3[C:20]([C:25]#[N:26])=[CH:21][CH:22]=[CH:23][CH:24]=3)=[CH:15][CH:14]=2)=[C:7]([CH2:9][CH2:10][CH3:11])[N:8]=1)[CH3:2].[CH:28]([O:31][C:32]1[CH:37]=[CH:36][C:35](B(O)O)=[CH:34][CH:33]=1)([CH3:30])[CH3:29].C(N(CC)CC)C.N1C=CC=CC=1, predict the reaction product. The product is: [CH2:1]([C:3]1[N:4]([C:35]2[CH:36]=[CH:37][C:32]([O:31][CH:28]([CH3:30])[CH3:29])=[CH:33][CH:34]=2)[C:5](=[O:27])[C:6]([CH2:12][C:13]2[CH:18]=[CH:17][C:16]([C:19]3[C:20]([C:25]#[N:26])=[CH:21][CH:22]=[CH:23][CH:24]=3)=[CH:15][CH:14]=2)=[C:7]([CH2:9][CH2:10][CH3:11])[N:8]=1)[CH3:2]. (3) Given the reactants Br[C:2]1[CH:3]=[C:4]2[C:9](=[CH:10][C:11]=1[CH3:12])[C:8]([CH3:14])([CH3:13])[CH2:7][CH:6]=[C:5]2[CH:15]([CH3:17])[CH3:16].[Li]CCCC.C([O:26][B:27](OC(C)C)[O:28]C(C)C)(C)C.Cl, predict the reaction product. The product is: [CH:15]([C:5]1[C:4]2[CH:3]=[C:2]([B:27]([OH:28])[OH:26])[C:11]([CH3:12])=[CH:10][C:9]=2[C:8]([CH3:14])([CH3:13])[CH2:7][CH:6]=1)([CH3:17])[CH3:16]. (4) Given the reactants [NH2:1][C:2]1[C:11]([F:12])=[C:10]([F:13])[C:9]2[O:14][CH2:15][C@H:16]([CH3:17])[N:7]3[C:8]=2[C:3]=1[C:4](=[O:20])[C:5]([C:18]#[N:19])=[CH:6]3.[N-:21]=[N+:22]=[N-:23].[Na+], predict the reaction product. The product is: [NH2:1][C:2]1[C:11]([F:12])=[C:10]([F:13])[C:9]2[O:14][CH2:15][C@H:16]([CH3:17])[N:7]3[C:8]=2[C:3]=1[C:4](=[O:20])[C:5]([C:18]1[NH:23][N:22]=[N:21][N:19]=1)=[CH:6]3. (5) Given the reactants [OH:1][C:2]1[CH:17]=[C:16]([CH3:18])[C:5]([C:6]([NH:8][CH:9]2[CH2:14][CH2:13][CH2:12][CH2:11][CH:10]2[CH3:15])=[O:7])=[C:4]([CH3:19])[CH:3]=1.[OH-].[K+].[CH2:22](I)[CH2:23][CH3:24], predict the reaction product. The product is: [CH3:18][C:16]1[CH:17]=[C:2]([O:1][CH2:22][CH2:23][CH3:24])[CH:3]=[C:4]([CH3:19])[C:5]=1[C:6]([NH:8][CH:9]1[CH2:14][CH2:13][CH2:12][CH2:11][CH:10]1[CH3:15])=[O:7]. (6) Given the reactants [CH3:1][O:2][C:3](=[O:33])[CH:4]([C:9]1[CH:10]=[C:11]([C:23]2[CH:28]=[CH:27][C:26]([C:29]([F:32])([F:31])[F:30])=[CH:25][CH:24]=2)[CH:12]=[C:13](OS(C(F)(F)F)(=O)=O)[CH:14]=1)[CH2:5][CH:6]([CH3:8])[CH3:7].[F:34][C:35]([F:47])([F:46])[C:36]1[CH:45]=[C:44]2[C:39]([CH2:40][CH2:41][CH2:42][NH:43]2)=[CH:38][CH:37]=1, predict the reaction product. The product is: [CH3:1][O:2][C:3](=[O:33])[CH:4]([C:9]1[CH:10]=[C:11]([C:23]2[CH:24]=[CH:25][C:26]([C:29]([F:31])([F:32])[F:30])=[CH:27][CH:28]=2)[CH:12]=[C:13]([N:43]2[C:44]3[C:39](=[CH:38][CH:37]=[C:36]([C:35]([F:34])([F:46])[F:47])[CH:45]=3)[CH2:40][CH2:41][CH2:42]2)[CH:14]=1)[CH2:5][CH:6]([CH3:8])[CH3:7]. (7) Given the reactants Br[CH2:2][C:3]([C:5]1[CH:10]=[CH:9][C:8]([Cl:11])=[CH:7][CH:6]=1)=[O:4].C([O:14][C:15](=[O:33])[CH2:16][O:17][C:18]1[CH:23]=[CH:22][C:21]([Br:24])=[CH:20][C:19]=1/[CH:25]=[C:26]1/[C:27](=[O:32])[NH:28][C:29](=[O:31])[S:30]/1)C, predict the reaction product. The product is: [Br:24][C:21]1[CH:22]=[CH:23][C:18]([O:17][CH2:16][C:15]([OH:33])=[O:14])=[C:19]([CH2:25][CH:26]2[S:30][C:29](=[O:31])[N:28]([CH2:2][C:3]([C:5]3[CH:10]=[CH:9][C:8]([Cl:11])=[CH:7][CH:6]=3)=[O:4])[C:27]2=[O:32])[CH:20]=1. (8) Given the reactants [NH2:1][C:2]1[N:7]=[C:6]([O:8][CH3:9])[C:5]([C:10](=[O:26])[CH2:11][CH2:12][CH:13]2[CH2:18][CH2:17][N:16]([C:19](OC(C)(C)C)=O)[CH2:15][CH2:14]2)=[CH:4][CH:3]=1.N[C:28]1N=C(OC)C(C(=O)CCC2CCN(C(OC(C)(C)C)=O)CC2)=[CH:30][C:29]=1Cl, predict the reaction product. The product is: [NH2:1][C:2]1[N:7]=[C:6]([O:8][CH3:9])[C:5]([C:10](=[O:26])[CH2:11][CH2:12][CH:13]2[CH2:14][CH2:15][N:16]([CH2:19][CH2:28][CH2:29][CH3:30])[CH2:17][CH2:18]2)=[CH:4][CH:3]=1. (9) Given the reactants [CH3:1][C:2]1[C@@H:19]([O:20][C:21]([C@H:23]([OH:40])[C@@H:24]([NH:31][C:32]([C:34]2[CH:35]=[CH:36][CH:37]=[CH:38][CH:39]=2)=[O:33])[C:25]2[CH:26]=[CH:27][CH:28]=[CH:29][CH:30]=2)=[O:22])[CH2:18][C@:14]2([OH:41])[C:15]([CH3:17])([CH3:16])[C:3]=1[C@@H:4]([O:59][C:60]([CH3:62])=[O:61])[C:5]([C@@:7]1([CH3:58])[C@H:12]([C@@H:13]2[O:42][C:43]([C:45]2[CH:46]=[CH:47][CH:48]=[CH:49][CH:50]=2)=[O:44])[C@:11]2([O:53][C:54]([CH3:56])=[O:55])[CH2:51][O:52][C@@H:10]2[CH2:9][C@@H:8]1[OH:57])=[O:6].[C:63]1(=[O:69])[O:68][C:66](=[O:67])[CH2:65][CH2:64]1.N1C=CC=CC=1, predict the reaction product. The product is: [CH3:1][C:2]1[C@@H:19]([O:20][C:21]([C@H:23]([O:40][C:63]([CH2:64][CH2:65][C:66]([OH:68])=[O:67])=[O:69])[C@@H:24]([NH:31][C:32]([C:34]2[CH:39]=[CH:38][CH:37]=[CH:36][CH:35]=2)=[O:33])[C:25]2[CH:26]=[CH:27][CH:28]=[CH:29][CH:30]=2)=[O:22])[CH2:18][C@:14]2([OH:41])[C:15]([CH3:16])([CH3:17])[C:3]=1[C@@H:4]([O:59][C:60]([CH3:62])=[O:61])[C:5]([C@@:7]1([CH3:58])[C@H:12]([C@@H:13]2[O:42][C:43]([C:45]2[CH:50]=[CH:49][CH:48]=[CH:47][CH:46]=2)=[O:44])[C@:11]2([O:53][C:54]([CH3:56])=[O:55])[CH2:51][O:52][C@@H:10]2[CH2:9][C@@H:8]1[OH:57])=[O:6]. (10) Given the reactants [NH2:1][C:2]1[CH:22]=[CH:21][C:5]([CH2:6][N:7]([CH:15]2[CH2:20][CH2:19][CH2:18][CH2:17][CH2:16]2)[C:8]([C:10]2[O:11][CH:12]=[CH:13][CH:14]=2)=[O:9])=[CH:4][CH:3]=1.C1C2C(COC([NH:40][C@@H:41]([CH3:45])[C:42](O)=[O:43])=O)C3C(=CC=CC=3)C=2C=CC=1, predict the reaction product. The product is: [NH2:40][C@@H:41]([CH3:45])[C:42]([NH:1][C:2]1[CH:3]=[CH:4][C:5]([CH2:6][N:7]([CH:15]2[CH2:20][CH2:19][CH2:18][CH2:17][CH2:16]2)[C:8]([C:10]2[O:11][CH:12]=[CH:13][CH:14]=2)=[O:9])=[CH:21][CH:22]=1)=[O:43].